Dataset: Full USPTO retrosynthesis dataset with 1.9M reactions from patents (1976-2016). Task: Predict the reactants needed to synthesize the given product. (1) Given the product [C:23]([NH:26][NH:27][C:7]([C:5]1[N:6]=[C:2]([Cl:1])[S:3][C:4]=1[C:10]([O:12][CH2:13][CH3:14])=[O:11])=[O:8])(=[O:25])[CH3:24], predict the reactants needed to synthesize it. The reactants are: [Cl:1][C:2]1[S:3][C:4]([C:10]([O:12][CH2:13][CH3:14])=[O:11])=[C:5]([C:7](Cl)=[O:8])[N:6]=1.N1C(C)=CC=CC=1C.[C:23]([NH:26][NH2:27])(=[O:25])[CH3:24]. (2) Given the product [C:10]([CH:9]([C:6]1[CH:7]=[CH:8][C:3]([O:2][CH3:1])=[CH:4][CH:5]=1)[C:12]1([OH:18])[CH2:17][CH2:16][CH2:15][CH2:14][CH2:13]1)#[N:11], predict the reactants needed to synthesize it. The reactants are: [CH3:1][O:2][C:3]1[CH:8]=[CH:7][C:6]([CH2:9][C:10]#[N:11])=[CH:5][CH:4]=1.[C:12]1(=[O:18])[CH2:17][CH2:16][CH2:15][CH2:14][CH2:13]1.Cl.CO. (3) The reactants are: [C:1]([C:3]1[N:4](C(OC(C)(C)C)=O)[C:5]([C:8]2[CH:9]=[CH:10][C:11]3[NH:16][C:15](=[S:17])[O:14][C:13]([CH3:19])([CH3:18])[C:12]=3[CH:20]=2)=[CH:6][CH:7]=1)#[N:2].CC[O-].[Na+]. Given the product [CH3:18][C:13]1([CH3:19])[C:12]2[CH:20]=[C:8]([C:5]3[NH:4][C:3]([C:1]#[N:2])=[CH:7][CH:6]=3)[CH:9]=[CH:10][C:11]=2[NH:16][C:15](=[S:17])[O:14]1, predict the reactants needed to synthesize it. (4) The reactants are: [CH:1](=O)[C:2]1[CH:7]=[CH:6][CH:5]=[CH:4][CH:3]=1.[C:9](#[N:13])[CH2:10][C:11]#[N:12].[C:14]([CH2:16][C:17]([NH2:19])=[S:18])#[N:15].O. Given the product [NH2:12][C:11]1[S:18][C:17]([NH2:19])=[C:16]([C:14]#[N:15])[CH:1]([C:2]2[CH:7]=[CH:6][CH:5]=[CH:4][CH:3]=2)[C:10]=1[C:9]#[N:13], predict the reactants needed to synthesize it. (5) Given the product [CH2:30]([C:2]1[C:3]([NH2:17])=[C:4]([CH:7]=[CH:8][CH:9]=1)[C:5]#[N:6])[C:24]1[CH:29]=[CH:28][CH:27]=[CH:26][CH:25]=1, predict the reactants needed to synthesize it. The reactants are: Br[C:2]1[CH:3]=[C:4]([CH:7]=[CH:8][CH:9]=1)[C:5]#[N:6].C([NH2:17])C1C=CC=CC=1.CC(C)([O-])C.[Na+].[C:24]1([CH3:30])[CH:29]=[CH:28][CH:27]=[CH:26][CH:25]=1. (6) Given the product [CH2:39]([O:46][CH2:47][CH2:48][O:33][C:24]1[C:25]([OH:32])=[C:26]([C:27]([O:29][CH2:30][CH3:31])=[O:28])[N:22]([C:19]2[CH:20]=[CH:21][C:16]([F:15])=[CH:17][CH:18]=2)[C:23]=1[C:34]([O:36][CH2:37][CH3:38])=[O:35])[C:40]1[CH:45]=[CH:44][CH:43]=[CH:42][CH:41]=1, predict the reactants needed to synthesize it. The reactants are: N(C(OC(C)C)=O)=NC(OC(C)C)=O.[F:15][C:16]1[CH:21]=[CH:20][C:19]([N:22]2[C:26]([C:27]([O:29][CH2:30][CH3:31])=[O:28])=[C:25]([OH:32])[C:24]([OH:33])=[C:23]2[C:34]([O:36][CH2:37][CH3:38])=[O:35])=[CH:18][CH:17]=1.[CH2:39]([O:46][CH2:47][CH2:48]O)[C:40]1[CH:45]=[CH:44][CH:43]=[CH:42][CH:41]=1.C1(P(C2C=CC=CC=2)C2C=CC=CC=2)C=CC=CC=1. (7) Given the product [Cl:31][C:2]1[N:7]=[C:6]([O:8][CH2:9][C:10]2[CH:15]=[CH:14][N:13]=[C:12]([C:16]([NH:18][CH3:19])=[O:17])[CH:11]=2)[C:5]([C:20]#[N:21])=[C:4]([C:22]2[CH:27]=[CH:26][C:25]([F:28])=[CH:24][CH:23]=2)[C:3]=1[C:29]#[N:30], predict the reactants needed to synthesize it. The reactants are: N[C:2]1[N:7]=[C:6]([O:8][CH2:9][C:10]2[CH:15]=[CH:14][N:13]=[C:12]([C:16]([NH:18][CH3:19])=[O:17])[CH:11]=2)[C:5]([C:20]#[N:21])=[C:4]([C:22]2[CH:27]=[CH:26][C:25]([F:28])=[CH:24][CH:23]=2)[C:3]=1[C:29]#[N:30].[ClH:31].N([O-])=O.[Na+].